This data is from Full USPTO retrosynthesis dataset with 1.9M reactions from patents (1976-2016). The task is: Predict the reactants needed to synthesize the given product. (1) Given the product [C:1]([C:3]1[CH:4]=[CH:5][C:6]2[O:10][C:9]([CH:11]([NH:18][C:19]3[CH:27]=[CH:26][C:22]([C:23]([NH:37][CH2:36][CH2:35][C:34]([O:33][CH2:31][CH3:32])=[O:38])=[O:24])=[CH:21][CH:20]=3)[CH:12]3[CH2:13][CH2:14][CH2:15][CH2:16][CH2:17]3)=[C:8]([CH3:28])[C:7]=2[CH:29]=1)#[N:2], predict the reactants needed to synthesize it. The reactants are: [C:1]([C:3]1[CH:4]=[CH:5][C:6]2[O:10][C:9]([CH:11]([NH:18][C:19]3[CH:27]=[CH:26][C:22]([C:23](O)=[O:24])=[CH:21][CH:20]=3)[CH:12]3[CH2:17][CH2:16][CH2:15][CH2:14][CH2:13]3)=[C:8]([CH3:28])[C:7]=2[CH:29]=1)#[N:2].Cl.[CH2:31]([O:33][C:34](=[O:38])[CH2:35][CH2:36][NH2:37])[CH3:32].O.ON1C2C=CC=CC=2N=N1.Cl.C(N=C=NCCCN(C)C)C.Cl. (2) Given the product [CH3:1][O:2][C:3](=[O:17])[C:4]1[CH:9]=[C:8]([C:10]2[CH:15]=[CH:14][C:13]([CH3:16])=[CH:12][N:11]=2)[CH:7]=[C:6]([I:19])[CH:5]=1, predict the reactants needed to synthesize it. The reactants are: [CH3:1][O:2][C:3](=[O:17])[C:4]1[CH:9]=[C:8]([C:10]2[CH:15]=[CH:14][C:13]([CH3:16])=[CH:12][N:11]=2)[CH:7]=[CH:6][CH:5]=1.C(I)[I:19].[N+]([O-])([O-])=O. (3) Given the product [F:23][C:2]([CH3:15])([CH3:1])[CH2:3][C:4]1[CH:9]=[CH:8][C:7]([O:10][C:11]([F:14])([F:13])[F:12])=[CH:6][CH:5]=1, predict the reactants needed to synthesize it. The reactants are: [CH3:1][C:2](O)([CH3:15])[CH2:3][C:4]1[CH:9]=[CH:8][C:7]([O:10][C:11]([F:14])([F:13])[F:12])=[CH:6][CH:5]=1.C(N(S(F)(F)[F:23])CC)C. (4) Given the product [CH3:17][S:18]([O:9][CH2:8][CH2:7][CH:2]1[CH2:3][CH2:4][CH2:5][CH2:6][O:1]1)(=[O:20])=[O:19], predict the reactants needed to synthesize it. The reactants are: [O:1]1[CH2:6][CH2:5][CH2:4][CH2:3][CH:2]1[CH2:7][CH2:8][OH:9].C(N(CC)CC)C.[CH3:17][S:18](Cl)(=[O:20])=[O:19].C(=O)(O)[O-].[Na+].